Dataset: Catalyst prediction with 721,799 reactions and 888 catalyst types from USPTO. Task: Predict which catalyst facilitates the given reaction. Reactant: Br[C:2]1[CH:3]=[C:4]([CH3:11])[CH:5]=[C:6]2[C:10]=1[NH:9][CH:8]=[CH:7]2.[Li]CCCC.[C:17](=[O:19])=[O:18].O. Product: [CH3:11][C:4]1[CH:5]=[C:6]2[C:10](=[C:2]([C:17]([OH:19])=[O:18])[CH:3]=1)[NH:9][CH:8]=[CH:7]2. The catalyst class is: 134.